From a dataset of Full USPTO retrosynthesis dataset with 1.9M reactions from patents (1976-2016). Predict the reactants needed to synthesize the given product. (1) Given the product [OH:27][C:28]1[CH:29]=[CH:30][C:31]([N:34]2[CH2:39][CH2:38][N:37]([C:13](=[O:15])[CH2:12][CH2:11][CH2:10][C:3]3[C:4]4[C:9](=[CH:8][CH:7]=[CH:6][CH:5]=4)[NH:1][CH:2]=3)[CH2:36][CH2:35]2)=[CH:32][CH:33]=1, predict the reactants needed to synthesize it. The reactants are: [NH:1]1[C:9]2[C:4](=[CH:5][CH:6]=[CH:7][CH:8]=2)[C:3]([CH2:10][CH2:11][CH2:12][C:13]([OH:15])=O)=[CH:2]1.C(N=C=NCCCN(C)C)C.[OH:27][C:28]1[CH:33]=[CH:32][C:31]([N:34]2[CH2:39][CH2:38][NH:37][CH2:36][CH2:35]2)=[CH:30][CH:29]=1. (2) Given the product [C:1]1([C:7]2[C:12]3[NH:13][CH2:14][CH2:15][CH2:16][C:11]=3[C:10](=[O:17])[NH:9][N:8]=2)[CH:2]=[CH:3][CH:4]=[CH:5][CH:6]=1, predict the reactants needed to synthesize it. The reactants are: [C:1]1([C:7]2[C:12]3[N:13]=[CH:14][CH:15]=[CH:16][C:11]=3[C:10](=[O:17])[NH:9][N:8]=2)[CH:6]=[CH:5][CH:4]=[CH:3][CH:2]=1.N1C=CC=C2C(=O)OC(=O)C=12.C1([Mg]Cl)C=CC=CC=1.Cl. (3) Given the product [C:48]([N:5]1[CH2:6][CH:7]=[C:8]([C:11]2[CH:16]=[CH:15][C:14]([NH:17][C:18]([N:20]3[CH2:28][C:27]4[CH:26]=[CH:25][N:24]=[CH:23][C:22]=4[CH2:21]3)=[O:19])=[CH:13][CH:12]=2)[CH2:9][CH2:10]1)(=[O:53])[CH2:45][CH2:44][CH3:43], predict the reactants needed to synthesize it. The reactants are: C(Cl)(=O)C.[NH:5]1[CH2:10][CH:9]=[C:8]([C:11]2[CH:16]=[CH:15][C:14]([NH:17][C:18]([N:20]3[CH2:28][C:27]4[CH:26]=[CH:25][N:24]=[CH:23][C:22]=4[CH2:21]3)=[O:19])=[CH:13][CH:12]=2)[CH2:7][CH2:6]1.NC1C=C2C(=CC=1)CN(C(NC1C=C[C:45]([C:48](=[O:53])NCCC)=[CH:44][CH:43]=1)=O)C2. (4) Given the product [N+:1]([C:4]1[CH:8]=[C:7]([C:9]#[N:11])[NH:6][N:5]=1)([O-:3])=[O:2], predict the reactants needed to synthesize it. The reactants are: [N+:1]([C:4]1[CH:8]=[C:7]([C:9]([NH2:11])=O)[NH:6][N:5]=1)([O-:3])=[O:2].P(Cl)(Cl)(Cl)=O. (5) Given the product [Cl:1][C:2]1[N:10]=[C:9]2[C:5]([N:6]=[CH:7][NH:8]2)=[C:4]([N:12]2[CH2:17][CH2:16][O:15][CH2:14][CH2:13]2)[N:3]=1, predict the reactants needed to synthesize it. The reactants are: [Cl:1][C:2]1[N:10]=[C:9]2[C:5]([NH:6][CH:7]=[N:8]2)=[C:4](Cl)[N:3]=1.[NH:12]1[CH2:17][CH2:16][O:15][CH2:14][CH2:13]1. (6) Given the product [C:22]([O:25][CH2:26][C:27]1[C:28]([N:42]2[N:51]=[CH:50][C:49]3[C:44](=[C:45]([F:56])[CH:46]=[C:47]([C:52]([CH3:54])([CH3:53])[CH3:55])[CH:48]=3)[C:43]2=[O:57])=[N:29][CH:30]=[CH:31][C:32]=1[C:2]1[CH:3]=[C:4]([NH:10][C:11]2[CH:12]=[CH:13][C:14]([C:17]([C:18]#[N:19])([CH3:21])[CH3:20])=[CH:15][N:16]=2)[C:5](=[O:9])[N:6]([CH3:8])[CH:7]=1)(=[O:24])[CH3:23], predict the reactants needed to synthesize it. The reactants are: Br[C:2]1[CH:3]=[C:4]([NH:10][C:11]2[N:16]=[CH:15][C:14]([C:17]([CH3:21])([CH3:20])[C:18]#[N:19])=[CH:13][CH:12]=2)[C:5](=[O:9])[N:6]([CH3:8])[CH:7]=1.[C:22]([O:25][CH2:26][C:27]1[C:28]([N:42]2[N:51]=[CH:50][C:49]3[C:44](=[C:45]([F:56])[CH:46]=[C:47]([C:52]([CH3:55])([CH3:54])[CH3:53])[CH:48]=3)[C:43]2=[O:57])=[N:29][CH:30]=[CH:31][C:32]=1B1OC(C)(C)C(C)(C)O1)(=[O:24])[CH3:23].C([O-])(=O)C.[K+].[O-]P([O-])([O-])=O.[K+].[K+].[K+].